From a dataset of Full USPTO retrosynthesis dataset with 1.9M reactions from patents (1976-2016). Predict the reactants needed to synthesize the given product. The reactants are: [F:1][C:2]1[CH:7]=[CH:6][C:5]([C:8]2[C:12]3[CH2:13][NH:14][CH2:15][CH2:16][C:11]=3[N:10]([CH:17]([C:19]3[CH:24]=[CH:23][C:22]([F:25])=[CH:21][CH:20]=3)[CH3:18])[N:9]=2)=[CH:4][CH:3]=1.C(N(CC)CC)C.[CH3:33][S:34](Cl)(=[O:36])=[O:35]. Given the product [F:1][C:2]1[CH:7]=[CH:6][C:5]([C:8]2[C:12]3[CH2:13][N:14]([S:34]([CH3:33])(=[O:36])=[O:35])[CH2:15][CH2:16][C:11]=3[N:10]([C@@H:17]([C:19]3[CH:20]=[CH:21][C:22]([F:25])=[CH:23][CH:24]=3)[CH3:18])[N:9]=2)=[CH:4][CH:3]=1, predict the reactants needed to synthesize it.